This data is from Catalyst prediction with 721,799 reactions and 888 catalyst types from USPTO. The task is: Predict which catalyst facilitates the given reaction. (1) Reactant: [NH2:1][C@@H:2]([CH3:18])[CH2:3][N:4]1[CH:8]=[CH:7][C:6]([C:9]2[CH:16]=[CH:15][C:12]([C:13]#[N:14])=[C:11]([Cl:17])[CH:10]=2)=[N:5]1.[N:19]1[CH:24]=[CH:23][CH:22]=[C:21]([C:25]2[N:29]=[C:28]([C:30](O)=[O:31])[O:27][N:26]=2)[CH:20]=1.C1C=CC2N(O)N=NC=2C=1.CCN(C(C)C)C(C)C.CCN=C=NCCCN(C)C. Product: [Cl:17][C:11]1[CH:10]=[C:9]([C:6]2[CH:7]=[CH:8][N:4]([CH2:3][C@@H:2]([NH:1][C:30]([C:28]3[O:27][N:26]=[C:25]([C:21]4[CH:20]=[N:19][CH:24]=[CH:23][CH:22]=4)[N:29]=3)=[O:31])[CH3:18])[N:5]=2)[CH:16]=[CH:15][C:12]=1[C:13]#[N:14]. The catalyst class is: 3. (2) Reactant: [N:1]([C:4]1[C:9]([CH3:10])=[C:8]([O:11][CH2:12][C:13]([O:15][CH3:16])=[O:14])[N:7]=[C:6]([CH:17]2[CH2:19][CH2:18]2)[N:5]=1)=[N+]=[N-].O.CCOCC. Product: [NH2:1][C:4]1[C:9]([CH3:10])=[C:8]([O:11][CH2:12][C:13]([O:15][CH3:16])=[O:14])[N:7]=[C:6]([CH:17]2[CH2:19][CH2:18]2)[N:5]=1. The catalyst class is: 19. (3) Reactant: [CH:1]([C:19]([O:21]CC1C=CC=CC=1)=[O:20])([C:9]([O:11]CC1C=CC=CC=1)=[O:10])[C@H:2]([C:4]([O:6][CH2:7][CH3:8])=[O:5])[CH3:3]. Product: [CH2:7]([O:6][C:4](=[O:5])[C@@H:2]([CH:1]([C:19]([OH:21])=[O:20])[C:9]([OH:11])=[O:10])[CH3:3])[CH3:8]. The catalyst class is: 19. (4) Reactant: C1C(=O)N([Br:8])C(=O)C1.[CH3:9][O:10][C:11]1[CH:12]=[C:13]([P:19](=[O:36])([C:28]2[CH:33]=[C:32]([CH3:34])[CH:31]=[C:30]([CH3:35])[CH:29]=2)[C:20]2[CH:25]=[C:24]([CH3:26])[CH:23]=[C:22]([CH3:27])[CH:21]=2)[CH:14]=[C:15]([O:17][CH3:18])[CH:16]=1.C([O-])([O-])=O.[Na+].[Na+].CCOCC.CCCCCC. Product: [Br:8][C:14]1[C:15]([O:17][CH3:18])=[CH:16][C:11]([O:10][CH3:9])=[CH:12][C:13]=1[P:19](=[O:36])([C:28]1[CH:29]=[C:30]([CH3:35])[CH:31]=[C:32]([CH3:34])[CH:33]=1)[C:20]1[CH:25]=[C:24]([CH3:26])[CH:23]=[C:22]([CH3:27])[CH:21]=1. The catalyst class is: 2.